This data is from Catalyst prediction with 721,799 reactions and 888 catalyst types from USPTO. The task is: Predict which catalyst facilitates the given reaction. (1) Reactant: N[C@H:2](C)C(C1C=CC=CC=1)(C1C=CC=CC=1)O.[OH:18][C:19]1[CH:31]=[CH:30][C:22]2[C@@H:23]([CH2:26][C:27]([OH:29])=[O:28])[CH2:24][O:25][C:21]=2[CH:20]=1.S(=O)(=O)(O)O. Product: [OH:18][C:19]1[CH:31]=[CH:30][C:22]2[C@@H:23]([CH2:26][C:27]([O:29][CH3:2])=[O:28])[CH2:24][O:25][C:21]=2[CH:20]=1. The catalyst class is: 5. (2) Product: [ClH:1].[NH2:48][CH2:47][C@H:44]1[CH2:45][CH2:46][C@H:41]([C:39]([NH:38][C@H:13]([C:12]([NH:11][C:7]2[CH:6]=[C:5]3[C:10]([C:2]([Cl:1])=[N:3][NH:4]3)=[CH:9][CH:8]=2)=[O:56])[CH2:14][C:15]2[CH:16]=[CH:17][C:18]([C:21]3[CH:26]=[CH:25][C:24]([C:27]([NH:28][C@H:29]4[CH2:34][CH2:33][CH2:32][NH:31][C:30]4=[O:35])=[O:36])=[CH:23][C:22]=3[CH3:37])=[CH:19][CH:20]=2)=[O:40])[CH2:42][CH2:43]1. Reactant: [Cl:1][C:2]1[C:10]2[C:5](=[CH:6][C:7]([NH:11][C:12](=[O:56])[C@@H:13]([NH:38][C:39]([C@H:41]3[CH2:46][CH2:45][C@H:44]([CH2:47][NH:48]C(=O)OC(C)(C)C)[CH2:43][CH2:42]3)=[O:40])[CH2:14][C:15]3[CH:20]=[CH:19][C:18]([C:21]4[CH:26]=[CH:25][C:24]([C:27](=[O:36])[NH:28][C@H:29]5[CH2:34][CH2:33][CH2:32][NH:31][C:30]5=[O:35])=[CH:23][C:22]=4[CH3:37])=[CH:17][CH:16]=3)=[CH:8][CH:9]=2)[NH:4][N:3]=1.Cl.C(#N)C. The catalyst class is: 269. (3) Reactant: Cl.C([O:5][C:6]1[CH:11]=[CH:10][CH:9]=[C:8]([C:12](=[O:22])[NH:13][C:14]2[S:15][C:16]([S:19]([CH3:21])=[O:20])=[CH:17][N:18]=2)[CH:7]=1)(=O)C. Product: [OH:5][C:6]1[CH:7]=[C:8]([CH:9]=[CH:10][CH:11]=1)[C:12]([NH:13][C:14]1[S:15][C:16]([S:19]([CH3:21])=[O:20])=[CH:17][N:18]=1)=[O:22]. The catalyst class is: 7. (4) Reactant: [CH3:1][O:2][C:3]1[CH:8]=[CH:7][C:6]([C:9]2[C:14]([CH3:15])=[C:13]([C:16]([F:19])([F:18])[F:17])[N:12]3[N:20]=[CH:21][C:22]([C:23](O)=[O:24])=[C:11]3[N:10]=2)=[CH:5][CH:4]=1.CN(C(ON1N=NC2C=CC=NC1=2)=[N+](C)C)C.F[P-](F)(F)(F)(F)F.CCN(C(C)C)C(C)C.[CH3:59][C@H:60]1[NH:65][CH2:64][CH2:63][N:62]([C@H:66]([C:68]2[CH:73]=[C:72]([F:74])[CH:71]=[C:70]([F:75])[C:69]=2[F:76])[CH3:67])[CH2:61]1. Product: [CH3:1][O:2][C:3]1[CH:4]=[CH:5][C:6]([C:9]2[C:14]([CH3:15])=[C:13]([C:16]([F:18])([F:17])[F:19])[N:12]3[N:20]=[CH:21][C:22]([C:23]([N:65]4[CH2:64][CH2:63][N:62]([C@H:66]([C:68]5[CH:73]=[C:72]([F:74])[CH:71]=[C:70]([F:75])[C:69]=5[F:76])[CH3:67])[CH2:61][C@H:60]4[CH3:59])=[O:24])=[C:11]3[N:10]=2)=[CH:7][CH:8]=1. The catalyst class is: 25. (5) Reactant: [CH3:1][C:2]1([OH:12])[CH2:11][CH2:10][C:5]2([O:9][CH2:8][CH2:7][O:6]2)[CH2:4][CH2:3]1.[Si:13](Cl)([C:16]([CH3:19])([CH3:18])[CH3:17])([CH3:15])[CH3:14].N1C=CN=C1.CN(C)C=O. Product: [C:16]([Si:13]([CH3:15])([CH3:14])[O:12][C:2]1([CH3:1])[CH2:11][CH2:10][C:5]2([O:6][CH2:7][CH2:8][O:9]2)[CH2:4][CH2:3]1)([CH3:19])([CH3:18])[CH3:17]. The catalyst class is: 30. (6) The catalyst class is: 10. Reactant: C(=O)([O-])[O-].[Cs+].[Cs+].Cl[CH2:8][CH2:9][O:10][CH2:11][C:12]([NH:14][C:15]1[CH:20]=[CH:19][C:18]([CH2:21][C:22]([O:24][CH2:25][CH3:26])=[O:23])=[CH:17][CH:16]=1)=[O:13]. Product: [O:13]=[C:12]1[CH2:11][O:10][CH2:9][CH2:8][N:14]1[C:15]1[CH:20]=[CH:19][C:18]([CH2:21][C:22]([O:24][CH2:25][CH3:26])=[O:23])=[CH:17][CH:16]=1. (7) Reactant: [CH3:1][O:2][C:3]1[CH:4]=[C:5]([CH2:20][C:21]([OH:23])=O)[CH:6]=[CH:7][C:8]=1[NH:9][C:10]([NH:12][C:13]1[CH:18]=[CH:17][CH:16]=[CH:15][C:14]=1[F:19])=[O:11].[CH3:24][O:25][C:26]1[CH:27]=[C:28]([CH:34]=[CH:35][C:36]=1[O:37][CH2:38][CH2:39][NH:40][CH2:41][CH3:42])[C:29]([O:31][CH2:32][CH3:33])=[O:30].CCN(CC)CC. Product: [CH3:24][O:25][C:26]1[CH:27]=[C:28]([CH:34]=[CH:35][C:36]=1[O:37][CH2:38][CH2:39][NH:40][CH2:41][CH2:42][C:21](=[O:23])[CH2:20][C:5]1[CH:6]=[CH:7][C:8]([NH:9][C:10]([NH:12][C:13]2[CH:18]=[CH:17][CH:16]=[CH:15][C:14]=2[F:19])=[O:11])=[C:3]([O:2][CH3:1])[CH:4]=1)[C:29]([O:31][CH2:32][CH3:33])=[O:30]. The catalyst class is: 25. (8) Reactant: [CH3:1][O:2][C:3]1[CH:8]=[C:7]([N+:9]([O-])=O)[CH:6]=[CH:5][C:4]=1[N:12]1[CH2:17][CH2:16][CH2:15][CH2:14][CH2:13]1. Product: [CH3:1][O:2][C:3]1[CH:8]=[C:7]([NH2:9])[CH:6]=[CH:5][C:4]=1[N:12]1[CH2:17][CH2:16][CH2:15][CH2:14][CH2:13]1. The catalyst class is: 791.